Dataset: Retrosynthesis with 50K atom-mapped reactions and 10 reaction types from USPTO. Task: Predict the reactants needed to synthesize the given product. (1) The reactants are: CC(=O)Nc1cccc(-c2cncc(Cl)n2)c1.Nc1ccc(N2CCOCC2)cc1. Given the product CC(=O)Nc1cccc(-c2cncc(Nc3ccc(N4CCOCC4)cc3)n2)c1, predict the reactants needed to synthesize it. (2) Given the product CN(C)c1nc(NCc2ccc(NC(=O)c3ccc(F)cc3)cc2)c2ccc(/C=C/C(C)(C)C)cc2n1, predict the reactants needed to synthesize it. The reactants are: CC(C)(C)/C=C/B(O)O.CN(C)c1nc(NCc2ccc(NC(=O)c3ccc(F)cc3)cc2)c2ccc(I)cc2n1. (3) The reactants are: CCOC(=O)c1cc(C)nc(OC)c1[N+](=O)[O-]. Given the product COc1nc(C)cc(CO)c1[N+](=O)[O-], predict the reactants needed to synthesize it. (4) Given the product O=C(NC1C2CC3CC1CN(C3)C2)c1cc2ccsc2s1, predict the reactants needed to synthesize it. The reactants are: NC1C2CC3CC1CN(C3)C2.O=C(O)c1cc2ccsc2s1. (5) Given the product c1cnc2cc([C@@H]3CCCN3)oc2c1, predict the reactants needed to synthesize it. The reactants are: CC(C)(C)OC(=O)N1CCC[C@H]1c1cc2ncccc2o1.